Dataset: Reaction yield outcomes from USPTO patents with 853,638 reactions. Task: Predict the reaction yield, written as a fraction of the theoretical maximum amount of product (1.0 means a 100% yield; for example, 0.34 means a 34% yield). (1) The reactants are [CH3:1][O:2][CH2:3][CH2:4][O:5][C:6]1[CH:13]=[CH:12][C:9]([CH:10]=[O:11])=[CH:8][CH:7]=1.[BH4-].[Na+].O.Cl. The yield is 0.750. The catalyst is CCO. The product is [CH3:1][O:2][CH2:3][CH2:4][O:5][C:6]1[CH:7]=[CH:8][C:9]([CH2:10][OH:11])=[CH:12][CH:13]=1. (2) The reactants are C([O:3][C:4](=[O:31])[CH2:5][CH:6]1[S:10][C:9]([C:11]2[NH:12][C:13]3[C:18]([C:19]=2[F:20])=[CH:17][CH:16]=[CH:15][C:14]=3[N:21]([CH3:30])[S:22]([C:25]2[S:26][CH:27]=[CH:28][CH:29]=2)(=[O:24])=[O:23])=[N:8][CH2:7]1)C.[OH-].[Na+].Cl. The catalyst is O1CCCC1.C(O)C. The product is [F:20][C:19]1[C:18]2[C:13](=[C:14]([N:21]([CH3:30])[S:22]([C:25]3[S:26][CH:27]=[CH:28][CH:29]=3)(=[O:23])=[O:24])[CH:15]=[CH:16][CH:17]=2)[NH:12][C:11]=1[C:9]1[S:10][CH:6]([CH2:5][C:4]([OH:31])=[O:3])[CH2:7][N:8]=1. The yield is 0.850. (3) The reactants are [C:1]([O:4][C@@H:5]1[C@@H:10]([O:11][C:12](=[O:14])[CH3:13])[C@H:9]([O:15][C:16](=[O:18])[CH3:17])[C@@H:8]([O:19]/[C:20](/[C:29]([O:31][CH2:32][CH3:33])=[O:30])=[CH:21]\[C:22]2[CH:27]=[CH:26][CH:25]=[CH:24][C:23]=2F)[O:7][C@H:6]1[CH2:34][O:35][C:36](=[O:38])[CH3:37])(=[O:3])[CH3:2].[Br:39]C1C=CC=CC=1CC(=O)C(OCC)=O.[H-].[Na+].[Br-].C(O[C@@H]1[C@@H](OC(=O)C)[C@H](OC(=O)C)[C@@H](COC(=O)C)O[C@@H]1O)(=O)C. No catalyst specified. The product is [C:1]([O:4][C@@H:5]1[C@@H:10]([O:11][C:12](=[O:14])[CH3:13])[C@H:9]([O:15][C:16](=[O:18])[CH3:17])[C@@H:8]([O:19]/[C:20](/[C:29]([O:31][CH2:32][CH3:33])=[O:30])=[CH:21]\[C:22]2[CH:27]=[CH:26][CH:25]=[CH:24][C:23]=2[Br:39])[O:7][C@H:6]1[CH2:34][O:35][C:36](=[O:38])[CH3:37])(=[O:3])[CH3:2]. The yield is 0.170. (4) The reactants are [Cl:1][C:2]1[CH:7]=[C:6]([CH3:8])[CH:5]=[CH:4][N:3]=1.[Cl:9][C:10]1[S:14][C:13]([C:15](OCC)=[O:16])=[CH:12][CH:11]=1.C[Si]([N-][Si](C)(C)C)(C)C.[Li+]. The catalyst is C1COCC1. The product is [Cl:9][C:10]1[S:14][C:13]([C:15](=[O:16])[CH2:8][C:6]2[CH:5]=[CH:4][N:3]=[C:2]([Cl:1])[CH:7]=2)=[CH:12][CH:11]=1. The yield is 0.960.